This data is from Reaction yield outcomes from USPTO patents with 853,638 reactions. The task is: Predict the reaction yield, written as a fraction of the theoretical maximum amount of product (1.0 means a 100% yield; for example, 0.34 means a 34% yield). (1) The reactants are [Cl:1][CH2:2][C:3](Cl)=[O:4].[Cl:6][C:7]1[CH:16]=[CH:15][C:10]([C:11]([NH:13][NH2:14])=[O:12])=[CH:9][N:8]=1.CN1CCOCC1. The catalyst is ClCCl. The product is [Cl:1][CH2:2][C:3]([NH:14][NH:13][C:11](=[O:12])[C:10]1[CH:15]=[CH:16][C:7]([Cl:6])=[N:8][CH:9]=1)=[O:4]. The yield is 0.570. (2) The reactants are [NH2:1][CH:2]([CH2:12][C:13]1[CH:18]=[CH:17][C:16]([O:19][C:20]2[CH:25]=[CH:24][CH:23]=[CH:22][CH:21]=2)=[CH:15][CH:14]=1)[CH:3]([C:5]1[CH:10]=[CH:9][C:8]([F:11])=[CH:7][CH:6]=1)[OH:4].[C:26]1([CH2:32][CH2:33][C:34](Cl)=[O:35])[CH:31]=[CH:30][CH:29]=[CH:28][CH:27]=1.C(=O)([O-])O.[Na+]. The catalyst is C(OCC)(=O)C.O. The product is [F:11][C:8]1[CH:7]=[CH:6][C:5]([CH:3]([OH:4])[CH:2]([NH:1][C:34](=[O:35])[CH2:33][CH2:32][C:26]2[CH:31]=[CH:30][CH:29]=[CH:28][CH:27]=2)[CH2:12][C:13]2[CH:18]=[CH:17][C:16]([O:19][C:20]3[CH:25]=[CH:24][CH:23]=[CH:22][CH:21]=3)=[CH:15][CH:14]=2)=[CH:10][CH:9]=1. The yield is 0.200. (3) The reactants are [Cl:1][C:2]1[CH:9]=[CH:8][C:5]([CH:6]=[CH2:7])=[CH:4][CH:3]=1.[N+](=[CH:12][C:13]([O:15][CH2:16][CH3:17])=[O:14])=[N-]. The catalyst is C1(C)C=CC=CC=1. The product is [Cl:1][C:2]1[CH:9]=[CH:8][C:5]([CH:6]2[CH2:7][CH:12]2[C:13]([O:15][CH2:16][CH3:17])=[O:14])=[CH:4][CH:3]=1. The yield is 0.0900. (4) The reactants are [CH2:1]([C@H:3]1[C@@H:7]([C:8]2[N:12]3[C:13]4[CH:19]=[CH:18][NH:17][C:14]=4[N:15]=[CH:16][C:11]3=[N:10][N:9]=2)[CH2:6][C@@H:5]([CH2:20][C:21](OCC)=[O:22])[CH2:4]1)[CH3:2].O/[N:27]=[C:28](\[NH2:31])/[CH2:29][OH:30].C([O-])([O-])=O.[K+].[K+]. The catalyst is C1(C)C=CC=CC=1.CO. The product is [CH2:1]([C@H:3]1[C@@H:7]([C:8]2[N:12]3[C:13]4[CH:19]=[CH:18][NH:17][C:14]=4[N:15]=[CH:16][C:11]3=[N:10][N:9]=2)[CH2:6][C@@H:5]([CH2:20][C:21]2[O:22][N:31]=[C:28]([CH2:29][OH:30])[N:27]=2)[CH2:4]1)[CH3:2]. The yield is 0.200. (5) The reactants are [CH3:1][N:2]1[CH2:7][CH2:6][N:5]([C:8]2[CH:9]=[CH:10][C:11]([N+:24]([O-])=O)=[C:12]([NH:14][S:15]([C:18]3[CH:23]=[CH:22][CH:21]=[CH:20][CH:19]=3)(=[O:17])=[O:16])[CH:13]=2)[CH2:4][CH2:3]1.O.NN.CO[C:32]1[CH:37]=[C:36]([CH3:38])[CH:35]=[CH:34][C:33]=1[S:39]([Cl:42])(=[O:41])=[O:40].C1C[O:46][CH2:45]C1. The catalyst is [Ni]. The product is [ClH:42].[CH3:45][O:46][C:35]1[CH:34]=[C:33]([S:39]([NH:24][C:11]2[CH:10]=[CH:9][C:8]([N:5]3[CH2:6][CH2:7][N:2]([CH3:1])[CH2:3][CH2:4]3)=[CH:13][C:12]=2[NH:14][S:15]([C:18]2[CH:23]=[CH:22][CH:21]=[CH:20][CH:19]=2)(=[O:17])=[O:16])(=[O:40])=[O:41])[CH:32]=[CH:37][C:36]=1[CH3:38]. The yield is 0.280. (6) The reactants are [NH2:1][C:2]1[NH:3][C:4](=O)[C:5]2[N:11]=[C:10]([C:12]3[CH:17]=[CH:16][C:15]([F:18])=[CH:14][CH:13]=3)[CH:9]=[CH:8][C:6]=2[N:7]=1.P12(SP3(SP(SP(S3)(S1)=S)(=S)S2)=S)=[S:21]. The catalyst is N1C=CC=CC=1. The product is [NH2:1][C:2]1[NH:3][C:4](=[S:21])[C:5]2[N:11]=[C:10]([C:12]3[CH:17]=[CH:16][C:15]([F:18])=[CH:14][CH:13]=3)[CH:9]=[CH:8][C:6]=2[N:7]=1. The yield is 0.730. (7) The reactants are [NH:1]1[CH2:6][CH2:5][CH2:4][CH2:3][CH2:2]1.CCCCCCC.C([O:16][C:17](=O)[CH2:18][C:19]1[N:20]=[C:21]([NH:24][C:25]2[CH:30]=[CH:29][C:28]([N:31]3[CH:35]=[C:34]([CH3:36])[N:33]=[CH:32]3)=[C:27]([O:37][CH3:38])[CH:26]=2)[S:22][CH:23]=1)C.O. The catalyst is O1CCOCC1. The product is [CH3:38][O:37][C:27]1[CH:26]=[C:25]([NH:24][C:21]2[S:22][CH:23]=[C:19]([CH2:18][C:17]([N:1]3[CH2:6][CH2:5][CH2:4][CH2:3][CH2:2]3)=[O:16])[N:20]=2)[CH:30]=[CH:29][C:28]=1[N:31]1[CH:35]=[C:34]([CH3:36])[N:33]=[CH:32]1. The yield is 0.990.